This data is from Forward reaction prediction with 1.9M reactions from USPTO patents (1976-2016). The task is: Predict the product of the given reaction. (1) Given the reactants [C:1]1([C:20]2[CH:25]=[CH:24][CH:23]=[CH:22][CH:21]=2)[CH:6]=[CH:5][CH:4]=[C:3]([NH:7][C:8](=[O:19])[CH2:9][CH2:10][CH2:11][CH2:12][CH2:13][CH2:14][C:15]([O:17]C)=[O:16])[CH:2]=1.[OH-].[K+], predict the reaction product. The product is: [C:1]1([C:20]2[CH:21]=[CH:22][CH:23]=[CH:24][CH:25]=2)[CH:6]=[CH:5][CH:4]=[C:3]([NH:7][C:8](=[O:19])[CH2:9][CH2:10][CH2:11][CH2:12][CH2:13][CH2:14][C:15]([OH:17])=[O:16])[CH:2]=1. (2) Given the reactants Cl.[NH2:2][CH2:3][C:4]1([CH2:7]C(O)=O)[CH2:6][CH2:5]1.S(Cl)([Cl:13])=[O:12].[CH3:15][OH:16], predict the reaction product. The product is: [ClH:13].[CH3:15][O:16][C:7]([C:4]1([CH2:3][NH2:2])[CH2:5][CH2:6]1)=[O:12]. (3) Given the reactants [OH:1][C@@H:2]1[C@@H:6]([CH2:7][S:8][C:9]2[CH:14]=[N:13][CH:12]=[CH:11][N:10]=2)[CH2:5][N:4]([C:15](OC(C)(C)C)=O)[CH2:3]1.CO.Cl.C=O.[CH:27]1[N:28]=[C:29]2[CH2:36][CH:35]=[N:34][C:30]2=[C:31]([NH2:33])[N:32]=1, predict the reaction product. The product is: [NH2:33][C:31]1[C:30]2[NH:34][CH:35]=[C:36]([CH2:15][N:4]3[CH2:5][C@H:6]([CH2:7][S:8][C:9]4[CH:14]=[N:13][CH:12]=[CH:11][N:10]=4)[C@@H:2]([OH:1])[CH2:3]3)[C:29]=2[N:28]=[CH:27][N:32]=1. (4) Given the reactants [F:1][C:2]1[CH:9]=[C:8]([OH:10])[CH:7]=[CH:6][C:3]=1[C:4]#N.[OH-:11].[Na+].Cl.[OH2:14], predict the reaction product. The product is: [F:1][C:2]1[CH:9]=[C:8]([OH:10])[CH:7]=[CH:6][C:3]=1[C:4]([OH:14])=[O:11]. (5) Given the reactants [CH3:1][O:2][C:3]1[CH:4]=[C:5]([CH:9]=[CH:10][C:11]=1[NH:12][C:13]1[N:14]=[CH:15][C:16]2[N:22]([CH3:23])[C:21](=[O:24])[CH2:20][CH2:19][N:18]([CH:25]3[CH2:29][CH2:28][CH:27]([CH3:30])[CH2:26]3)[C:17]=2[N:31]=1)[C:6]([OH:8])=O.F[P-](F)(F)(F)(F)F.CN(C(N(C)C)=[N+]1C2C(=NC=CC=2)[N+]([O-])=N1)C.C(N(C(C)C)C(C)C)C.[NH2:65][CH:66]1[CH2:71][CH2:70][N:69]([CH3:72])[CH2:68][CH2:67]1, predict the reaction product. The product is: [CH3:1][O:2][C:3]1[CH:4]=[C:5]([CH:9]=[CH:10][C:11]=1[NH:12][C:13]1[N:14]=[CH:15][C:16]2[N:22]([CH3:23])[C:21](=[O:24])[CH2:20][CH2:19][N:18]([CH:25]3[CH2:29][CH2:28][CH:27]([CH3:30])[CH2:26]3)[C:17]=2[N:31]=1)[C:6]([NH:65][CH:66]1[CH2:71][CH2:70][N:69]([CH3:72])[CH2:68][CH2:67]1)=[O:8].